This data is from Forward reaction prediction with 1.9M reactions from USPTO patents (1976-2016). The task is: Predict the product of the given reaction. (1) Given the reactants [H-].[Na+].C(OP([CH2:11][CH2:12][O:13][CH2:14][C:15]([O:17][CH2:18][CH3:19])=[O:16])(OCC)=O)C.[CH2:20]([O:22][CH2:23][CH2:24][O:25][C:26]1[CH:27]=[C:28]([CH:31]=[CH:32][C:33]=1[I:34])[CH:29]=O)[CH3:21].O, predict the reaction product. The product is: [CH2:20]([O:22][CH2:23][CH2:24][O:25][C:26]1[CH:27]=[C:28](/[CH:29]=[C:14](\[O:13][CH2:12][CH3:11])/[C:15]([O:17][CH2:18][CH3:19])=[O:16])[CH:31]=[CH:32][C:33]=1[I:34])[CH3:21]. (2) Given the reactants [CH3:1][S:2](Cl)(=[O:4])=[O:3].[NH2:6][CH2:7][CH2:8][CH:9]([NH:17][C:18](=[O:24])[O:19][C:20]([CH3:23])([CH3:22])[CH3:21])[C:10]1[CH:15]=[CH:14][C:13]([Cl:16])=[CH:12][CH:11]=1.C(N(CC)C(C)C)(C)C, predict the reaction product. The product is: [Cl:16][C:13]1[CH:14]=[CH:15][C:10]([CH:9]([NH:17][C:18](=[O:24])[O:19][C:20]([CH3:22])([CH3:21])[CH3:23])[CH2:8][CH2:7][NH:6][S:2]([CH3:1])(=[O:4])=[O:3])=[CH:11][CH:12]=1. (3) Given the reactants [OH:1][C:2]1[CH:7]=[CH:6][C:5]([C:8](=[O:10])[CH3:9])=[CH:4][C:3]=1[C:11]([F:14])([F:13])[F:12].C(=O)([O-])[O-].[K+].[K+].[CH3:21][O:22][CH2:23]Cl.O, predict the reaction product. The product is: [CH3:21][O:22][CH2:23][O:1][C:2]1[CH:7]=[CH:6][C:5]([C:8](=[O:10])[CH3:9])=[CH:4][C:3]=1[C:11]([F:12])([F:13])[F:14]. (4) Given the reactants CO[C:3]1[CH:8]=C[C:6]([C:9]2[C@@H:13]3[CH2:14][N:15]([C:17]4[C:26]([O:27][CH3:28])=[C:25]5[C:20]([C:21](=[O:35])[C:22]([C:32]([OH:34])=[O:33])=[CH:23][N:24]5[CH:29]5[CH2:31][CH2:30]5)=[CH:19][C:18]=4F)[CH2:16][C@@H:12]3[O:11][N:10]=2)=[CH:5][CH:4]=1.C(O)(C(F)(F)F)=O.FC(F)(F)C(O)=O.[N:51]1C=CC=CC=1C1[C@@H]2CNC[C@@H]2ON=1, predict the reaction product. The product is: [N:51]1[CH:8]=[CH:3][CH:4]=[CH:5][C:6]=1[C:9]1[C@@H:13]2[CH2:14][N:15]([C:17]3[C:26]([O:27][CH3:28])=[C:25]4[C:20]([C:21](=[O:35])[C:22]([C:32]([OH:34])=[O:33])=[CH:23][N:24]4[CH:29]4[CH2:31][CH2:30]4)=[CH:19][CH:18]=3)[CH2:16][C@@H:12]2[O:11][N:10]=1. (5) Given the reactants [Si]([O:8][CH2:9][C@H:10]1[CH2:21][CH2:20][C:19]2[S:18][C:17]3[C:12](=[C:13]([O:22][CH:23]4[CH2:28][CH2:27][CH:26]([N:29]5[CH2:35][C:31]6([CH2:34][O:33][CH2:32]6)[CH2:30]5)[CH2:25][CH2:24]4)[N:14]=[CH:15][N:16]=3)[C:11]1=2)(C(C)(C)C)(C)C.Cl, predict the reaction product. The product is: [CH2:32]1[C:31]2([CH2:35][N:29]([CH:26]3[CH2:27][CH2:28][CH:23]([O:22][C:13]4[N:14]=[CH:15][N:16]=[C:17]5[C:12]=4[C:11]4[C@@H:10]([CH2:9][OH:8])[CH2:21][CH2:20][C:19]=4[S:18]5)[CH2:24][CH2:25]3)[CH2:30]2)[CH2:34][O:33]1. (6) Given the reactants [Cl:1][C:2]1[C:10]2[N:9]=[C:8]3[NH:11][CH2:12][CH2:13][CH2:14][CH2:15][N:7]3[C:6]=2[C:5]([CH:16]([CH2:19][CH3:20])[CH2:17][CH3:18])=[CH:4][CH:3]=1.Br[C:22]1[C:27]([Cl:28])=[CH:26][C:25]([C:29]([F:32])([F:31])[F:30])=[CH:24][N:23]=1.N1C=CC=CC=1C1C=CC=CN=1.C(=O)([O-])[O-].[Cs+].[Cs+], predict the reaction product. The product is: [Cl:1][C:2]1[C:10]2[N:9]=[C:8]3[N:11]([C:22]4[C:27]([Cl:28])=[CH:26][C:25]([C:29]([F:32])([F:30])[F:31])=[CH:24][N:23]=4)[CH2:12][CH2:13][CH2:14][CH2:15][N:7]3[C:6]=2[C:5]([CH:16]([CH2:19][CH3:20])[CH2:17][CH3:18])=[CH:4][CH:3]=1. (7) Given the reactants O=[C:2]1[CH2:7][CH2:6][CH2:5][CH2:4][CH:3]1[C:8]([O:10]CC)=O.O.[NH2:14][NH2:15], predict the reaction product. The product is: [NH:14]1[C:2]2[CH2:7][CH2:6][CH2:5][CH2:4][C:3]=2[C:8](=[O:10])[NH:15]1. (8) Given the reactants [Br:1][C:2]1[C:8]([C:9]([F:12])([F:11])[F:10])=[CH:7][C:5]([NH2:6])=[C:4]([C:13]2[N:17]([CH:18]3[CH2:23][CH2:22][O:21][CH2:20][CH2:19]3)[N:16]=[CH:15][CH:14]=2)[CH:3]=1.CCN(C(C)C)C(C)C.C1N=CN([C:38](N2C=NC=C2)=[O:39])C=1.C(OC(C)C)(C)C.C(OCC)(=O)C, predict the reaction product. The product is: [Br:1][C:2]1[C:8]([C:9]([F:11])([F:12])[F:10])=[CH:7][C:5]2[NH:6][C:38](=[O:39])[C:14]3[CH:15]=[N:16][N:17]([CH:18]4[CH2:23][CH2:22][O:21][CH2:20][CH2:19]4)[C:13]=3[C:4]=2[CH:3]=1. (9) Given the reactants [CH2:1]([NH:3][CH2:4][C:5]1[CH:10]=[CH:9][CH:8]=[CH:7][N:6]=1)[CH3:2].CCN(C(C)C)C(C)C.[C:20]1([CH3:31])[CH:25]=[CH:24][C:23]([NH:26][CH2:27][C:28](O)=[O:29])=[CH:22][CH:21]=1.CN(C(ON1N=NC2C=CC=CC1=2)=[N+](C)C)C.[B-](F)(F)(F)F, predict the reaction product. The product is: [CH2:1]([N:3]([CH2:4][C:5]1[CH:10]=[CH:9][CH:8]=[CH:7][N:6]=1)[C:28](=[O:29])[CH2:27][NH:26][C:23]1[CH:24]=[CH:25][C:20]([CH3:31])=[CH:21][CH:22]=1)[CH3:2].